Dataset: hERG Central: cardiac toxicity at 1µM, 10µM, and general inhibition. Task: Predict hERG channel inhibition at various concentrations. The drug is CC(CCc1ccccc1)NCC(O)c1cccc([N+](=O)[O-])c1.Cl. Results: hERG_inhib (hERG inhibition (general)): blocker.